From a dataset of Forward reaction prediction with 1.9M reactions from USPTO patents (1976-2016). Predict the product of the given reaction. (1) Given the reactants C([N:4]1[C@H:9]([C:10]2[C:15]([CH3:16])=[CH:14][CH:13]=[CH:12][N:11]=2)[CH2:8][CH2:7][CH2:6][C@@H:5]1[C:17]1[C:22]([CH3:23])=[CH:21][CH:20]=[CH:19][N:18]=1)C=C.CN1C(=O)CC(=O)N(C)C1=O.C([O-])(O)=O.[Na+], predict the reaction product. The product is: [CH3:16][C:15]1[C:10]([C@H:9]2[CH2:8][CH2:7][CH2:6][C@@H:5]([C:17]3[C:22]([CH3:23])=[CH:21][CH:20]=[CH:19][N:18]=3)[NH:4]2)=[N:11][CH:12]=[CH:13][CH:14]=1. (2) Given the reactants CC([O-])(C)C.[K+].[Br:7][C:8]1[CH:13]=[CH:12][C:11]([NH:14][S:15]([CH3:17])=[O:16])=[CH:10][CH:9]=1.Cl[N:19]1[C:23](=O)CC[C:20]1=O.CNC, predict the reaction product. The product is: [Br:7][C:8]1[CH:13]=[CH:12][C:11]([N:14]=[S:15]([CH3:17])([N:19]([CH3:23])[CH3:20])=[O:16])=[CH:10][CH:9]=1.